From a dataset of Peptide-MHC class II binding affinity with 134,281 pairs from IEDB. Regression. Given a peptide amino acid sequence and an MHC pseudo amino acid sequence, predict their binding affinity value. This is MHC class II binding data. (1) The peptide sequence is NVWEVKSSKPLVGPF. The MHC is HLA-DQA10301-DQB10302 with pseudo-sequence HLA-DQA10301-DQB10302. The binding affinity (normalized) is 0.356. (2) The peptide sequence is EKKYFAATQFEPTAA. The MHC is DRB1_1602 with pseudo-sequence DRB1_1602. The binding affinity (normalized) is 0.440. (3) The peptide sequence is AGAEPAGKATTEEQK. The MHC is DRB1_1101 with pseudo-sequence DRB1_1101. The binding affinity (normalized) is 0. (4) The peptide sequence is TLWQRPLVTIKIGGQLMEAL. The MHC is HLA-DQA10501-DQB10301 with pseudo-sequence HLA-DQA10501-DQB10301. The binding affinity (normalized) is 0.409. (5) The peptide sequence is SKGSSSELSAQQKK. The MHC is DRB1_1302 with pseudo-sequence DRB1_1302. The binding affinity (normalized) is 0.0361. (6) The peptide sequence is VGKMYFNLIDTKC. The MHC is DRB1_1301 with pseudo-sequence DRB1_1301. The binding affinity (normalized) is 0. (7) The peptide sequence is IFMTATPPGTADAFP. The MHC is DRB1_0405 with pseudo-sequence DRB1_0405. The binding affinity (normalized) is 0.287.